From a dataset of Reaction yield outcomes from USPTO patents with 853,638 reactions. Predict the reaction yield, written as a fraction of the theoretical maximum amount of product (1.0 means a 100% yield; for example, 0.34 means a 34% yield). The reactants are N([O-])=O.[Na+].[F:5][C:6]1[CH:7]=[C:8]([NH2:19])[CH:9]=[C:10]([F:18])[C:11]=1[N:12]1[CH2:17][CH2:16][O:15][CH2:14][CH2:13]1.[N-:20]=[N+:21]=[N-].[Na+].C([O-])(=O)C.[Na+]. The catalyst is Cl. The product is [N:19]([C:8]1[CH:7]=[C:6]([F:5])[C:11]([N:12]2[CH2:13][CH2:14][O:15][CH2:16][CH2:17]2)=[C:10]([F:18])[CH:9]=1)=[N+:20]=[N-:21]. The yield is 0.960.